Dataset: NCI-60 drug combinations with 297,098 pairs across 59 cell lines. Task: Regression. Given two drug SMILES strings and cell line genomic features, predict the synergy score measuring deviation from expected non-interaction effect. (1) Drug 1: C1CC(C1)(C(=O)O)C(=O)O.[NH2-].[NH2-].[Pt+2]. Drug 2: CC1CCC2CC(C(=CC=CC=CC(CC(C(=O)C(C(C(=CC(C(=O)CC(OC(=O)C3CCCCN3C(=O)C(=O)C1(O2)O)C(C)CC4CCC(C(C4)OC)OCCO)C)C)O)OC)C)C)C)OC. Cell line: IGROV1. Synergy scores: CSS=5.98, Synergy_ZIP=-2.25, Synergy_Bliss=-2.02, Synergy_Loewe=-60.2, Synergy_HSA=-3.34. (2) Drug 1: C1CCC(C1)C(CC#N)N2C=C(C=N2)C3=C4C=CNC4=NC=N3. Drug 2: CC1C(C(=O)NC(C(=O)N2CCCC2C(=O)N(CC(=O)N(C(C(=O)O1)C(C)C)C)C)C(C)C)NC(=O)C3=C4C(=C(C=C3)C)OC5=C(C(=O)C(=C(C5=N4)C(=O)NC6C(OC(=O)C(N(C(=O)CN(C(=O)C7CCCN7C(=O)C(NC6=O)C(C)C)C)C)C(C)C)C)N)C. Cell line: NCI-H322M. Synergy scores: CSS=25.3, Synergy_ZIP=6.83, Synergy_Bliss=15.4, Synergy_Loewe=13.8, Synergy_HSA=13.8. (3) Drug 1: C1CCC(C(C1)N)N.C(=O)(C(=O)[O-])[O-].[Pt+4]. Synergy scores: CSS=6.96, Synergy_ZIP=-14.8, Synergy_Bliss=-37.9, Synergy_Loewe=-24.5, Synergy_HSA=-37.7. Cell line: SF-268. Drug 2: C1CN(P(=O)(OC1)NCCCl)CCCl.